Dataset: Catalyst prediction with 721,799 reactions and 888 catalyst types from USPTO. Task: Predict which catalyst facilitates the given reaction. (1) Product: [CH3:1][O:2][C:3]1[CH:8]=[CH:7][CH:6]=[CH:5][C:4]=1[CH:9]1[CH:10]([C:17]2[CH:18]=[CH:19][CH:20]=[CH:21][CH:22]=2)[CH2:11][CH2:12][NH:13][CH2:14][CH2:15]1. Reactant: [CH3:1][O:2][C:3]1[CH:8]=[CH:7][CH:6]=[CH:5][C:4]=1[CH:9]1[CH2:15][CH2:14][NH:13][C:12](=O)[CH2:11][CH:10]1[C:17]1[CH:22]=[CH:21][CH:20]=[CH:19][CH:18]=1.[H-].[H-].[H-].[H-].[Li+].[Al+3]. The catalyst class is: 1. (2) Reactant: [CH3:1][N:2]([CH3:21])[C:3]([C@@H:5]1[CH2:9][C@@H:8]([O:10][CH2:11][CH2:12]O)[CH2:7][N:6]1[C:14]([O:16][C:17]([CH3:20])([CH3:19])[CH3:18])=[O:15])=[O:4].C[CH2:23][N:24](CC)CC.CS(Cl)(=O)=O.C([O-])(O)=O.[Na+]. The catalyst class is: 22. Product: [C:23]([CH2:12][CH2:11][O:10][C@H:8]1[CH2:7][N:6]([C:14]([O:16][C:17]([CH3:18])([CH3:19])[CH3:20])=[O:15])[C@H:5]([C:3]([N:2]([CH3:1])[CH3:21])=[O:4])[CH2:9]1)#[N:24]. (3) Reactant: [CH3:1][C:2]1[O:6][C:5](=[O:7])[O:4][C:3]=1[CH2:8][OH:9].[C:10]([SiH:14]([CH3:16])[CH3:15])([CH3:13])([CH3:12])[CH3:11].N1C=CN=C1. Product: [CH3:1][C:2]1[O:6][C:5](=[O:7])[O:4][C:3]=1[CH2:8][O:9][Si:14]([C:10]([CH3:13])([CH3:12])[CH3:11])([CH3:16])[CH3:15]. The catalyst class is: 3. (4) Reactant: [S:1]1[CH:5]=[CH:4][C:3]([CH:6]([OH:11])[CH2:7][CH2:8][CH2:9][OH:10])=[CH:2]1.C(N(CC)CC)C.[Si:19](Cl)([C:22]([CH3:25])([CH3:24])[CH3:23])([CH3:21])[CH3:20].O. The catalyst class is: 546. Product: [CH3:23][C:22]([Si:19]([CH3:21])([CH3:20])[O:10][CH2:9][CH2:8][CH2:7][CH:6]([C:3]1[CH:4]=[CH:5][S:1][CH:2]=1)[OH:11])([CH3:25])[CH3:24].